Predict which catalyst facilitates the given reaction. From a dataset of Catalyst prediction with 721,799 reactions and 888 catalyst types from USPTO. (1) Reactant: [NH2:1][C:2]1[C:10]2[C:5](=[CH:6][CH:7]=[CH:8][C:9]=2[O:11][CH3:12])[N:4]([CH2:13][C:14]2[CH:15]=[C:16]([CH:20]=[CH:21][CH:22]=2)[C:17]([NH2:19])=[O:18])[N:3]=1.[Br:23][C:24]1[S:28][C:27]([S:29](Cl)(=[O:31])=[O:30])=[CH:26][CH:25]=1.CS(C)=O. Product: [Br:23][C:24]1[S:28][C:27]([S:29]([NH:1][C:2]2[C:10]3[C:5](=[CH:6][CH:7]=[CH:8][C:9]=3[O:11][CH3:12])[N:4]([CH2:13][C:14]3[CH:15]=[C:16]([CH:20]=[CH:21][CH:22]=3)[C:17]([NH2:19])=[O:18])[N:3]=2)(=[O:31])=[O:30])=[CH:26][CH:25]=1. The catalyst class is: 17. (2) Reactant: CS([O:5][CH:6]([CH2:16][N:17]1[C:25]([C:26]2[CH:31]=[CH:30][CH:29]=[C:28]([F:32])[CH:27]=2)=[C:24]2[C:19]([N:20]([CH3:36])[C:21](=[O:35])[N:22]([CH3:34])[C:23]2=[O:33])=[CH:18]1)[CH2:7][O:8][Si:9]([C:12]([CH3:15])([CH3:14])[CH3:13])([CH3:11])[CH3:10])(=O)=O.[C:37]([O-])(=[S:39])[CH3:38].[K+]. Product: [C:37](=[S:39])([O:5][CH:6]([CH2:16][N:17]1[C:25]([C:26]2[CH:31]=[CH:30][CH:29]=[C:28]([F:32])[CH:27]=2)=[C:24]2[C:19]([N:20]([CH3:36])[C:21](=[O:35])[N:22]([CH3:34])[C:23]2=[O:33])=[CH:18]1)[CH2:7][O:8][Si:9]([C:12]([CH3:13])([CH3:14])[CH3:15])([CH3:10])[CH3:11])[CH3:38]. The catalyst class is: 18. (3) Reactant: [F:1][C:2]1[CH:3]=[C:4](Br)[CH:5]=[CH:6][CH:7]=1.C([Li])CCC.[CH2:14]([CH:17]([CH2:22][CH3:23])[CH2:18][C:19](=O)[CH3:20])[CH2:15][CH3:16].Cl.C(OCC)(=[O:27])C. Product: [CH2:14]([CH:17]1[CH2:22][CH2:23][C:20]([C:4]2[CH:5]=[CH:6][CH:7]=[C:2]([F:1])[CH:3]=2)([OH:27])[CH2:19][CH2:18]1)[CH2:15][CH3:16]. The catalyst class is: 134. (4) Reactant: [NH2:1][C:2]1[N:7]=[CH:6][C:5]([N:8]2[CH2:13][CH2:12][N:11]([C:14]([O:16][C:17]([CH3:20])([CH3:19])[CH3:18])=[O:15])[CH2:10][CH2:9]2)=[CH:4][CH:3]=1.Br[C:22]1[C:23](=[O:30])[N:24]([CH3:29])[CH:25]=[C:26]([Br:28])[CH:27]=1.C(=O)([O-])[O-].[Cs+].[Cs+].CC1(C)C2C(=C(P(C3C=CC=CC=3)C3C=CC=CC=3)C=CC=2)OC2C(P(C3C=CC=CC=3)C3C=CC=CC=3)=CC=CC1=2. Product: [Br:28][C:26]1[CH:27]=[C:22]([NH:1][C:2]2[N:7]=[CH:6][C:5]([N:8]3[CH2:13][CH2:12][N:11]([C:14]([O:16][C:17]([CH3:20])([CH3:19])[CH3:18])=[O:15])[CH2:10][CH2:9]3)=[CH:4][CH:3]=2)[C:23](=[O:30])[N:24]([CH3:29])[CH:25]=1. The catalyst class is: 102. (5) Reactant: [Cl:1][C:2]1[CH:8]=[C:7]([O:9][C:10]2[C:11]3[NH:18][CH:17]=[CH:16][C:12]=3[N:13]=[CH:14][N:15]=2)[CH:6]=[CH:5][C:3]=1[NH2:4].C(N(CC)CC)C.[F:26][C:27]([F:38])([F:37])[C:28]1[CH:29]=[C:30]([N:34]=[C:35]=[O:36])[CH:31]=[CH:32][CH:33]=1. Product: [Cl:1][C:2]1[CH:8]=[C:7]([O:9][C:10]2[C:11]3[NH:18][CH:17]=[CH:16][C:12]=3[N:13]=[CH:14][N:15]=2)[CH:6]=[CH:5][C:3]=1[NH:4][C:35]([NH:34][C:30]1[CH:31]=[CH:32][CH:33]=[C:28]([C:27]([F:26])([F:37])[F:38])[CH:29]=1)=[O:36]. The catalyst class is: 7. (6) Reactant: [CH2:1]([O:3][C:4](=[O:17])[CH2:5][N:6]1[CH:14]=[N:13][C:12]2[C:7]1=[N:8][C:9](N)=[N:10][C:11]=2[I:15])[CH3:2].ClC(Cl)(O[C:22](=[O:28])OC(Cl)(Cl)Cl)Cl.C([N:33](CC)C(C)C)(C)C.[CH2:39]([OH:49])[C:40]1[CH:48]=[CH:47][C:46]2[O:45][CH2:44][O:43][C:42]=2[CH:41]=1. Product: [CH2:1]([O:3][C:4](=[O:17])[CH2:5][N:6]1[C:14]([NH2:33])=[N:13][C:12]2[C:7]1=[N:8][C:9]([C:22]([O:49][CH2:39][C:40]1[CH:48]=[CH:47][C:46]3[O:45][CH2:44][O:43][C:42]=3[CH:41]=1)=[O:28])=[N:10][C:11]=2[I:15])[CH3:2]. The catalyst class is: 738.